Dataset: Reaction yield outcomes from USPTO patents with 853,638 reactions. Task: Predict the reaction yield, written as a fraction of the theoretical maximum amount of product (1.0 means a 100% yield; for example, 0.34 means a 34% yield). (1) The reactants are [C:1](OC)(=[O:8])[C:2]1[CH:7]=[CH:6][CH:5]=[CH:4][CH:3]=1.[NH2:11][CH2:12][CH2:13][CH2:14][CH2:15][CH:16]([OH:18])[CH3:17]. The catalyst is C1(C)C=CC=CC=1. The yield is 0.660. The product is [C:1]([O:18][CH:16]([CH2:15][CH2:14][CH2:13][CH2:12][NH2:11])[CH3:17])(=[O:8])[C:2]1[CH:7]=[CH:6][CH:5]=[CH:4][CH:3]=1. (2) The reactants are [C:1]1([CH2:17][O:18][C@@H:19]2[C@H:23]([OH:24])[C@@H:22]([CH2:25][OH:26])[O:21][C@H:20]2[N:27]2[C:42]3[N:41]=[C:34]([NH:35][C:36](=[O:40])[CH:37]([CH3:39])[CH3:38])[NH:33][C:31](=[O:32])[C:30]=3[N:29]=[CH:28]2)[C:14]2[C:15]3=[C:16]4[C:11](=[CH:12][CH:13]=2)[CH:10]=[CH:9][CH:8]=[C:7]4[CH:6]=[CH:5][C:4]3=[CH:3][CH:2]=1.[C:43](Cl)([C:60]1[CH:65]=[CH:64][CH:63]=[CH:62][CH:61]=1)([C:52]1[CH:59]=[CH:58][C:55]([O:56][CH3:57])=[CH:54][CH:53]=1)[C:44]1[CH:51]=[CH:50][C:47]([O:48][CH3:49])=[CH:46][CH:45]=1. The catalyst is CN(C1C=CN=CC=1)C.N1C=CC=CC=1. The product is [CH3:57][O:56][C:55]1[CH:54]=[CH:53][C:52]([C:43]([O:26][CH2:25][C@H:22]2[O:21][C@@H:20]([N:27]3[C:42]4[N:41]=[C:34]([NH:35][C:36](=[O:40])[CH:37]([CH3:39])[CH3:38])[NH:33][C:31](=[O:32])[C:30]=4[N:29]=[CH:28]3)[C@H:19]([O:18][CH2:17][C:1]3[C:14]4[C:15]5=[C:16]6[C:11](=[CH:12][CH:13]=4)[CH:10]=[CH:9][CH:8]=[C:7]6[CH:6]=[CH:5][C:4]5=[CH:3][CH:2]=3)[C@@H:23]2[OH:24])([C:60]2[CH:61]=[CH:62][CH:63]=[CH:64][CH:65]=2)[C:44]2[CH:51]=[CH:50][C:47]([O:48][CH3:49])=[CH:46][CH:45]=2)=[CH:59][CH:58]=1. The yield is 0.890.